From a dataset of Peptide-MHC class I binding affinity with 185,985 pairs from IEDB/IMGT. Regression. Given a peptide amino acid sequence and an MHC pseudo amino acid sequence, predict their binding affinity value. This is MHC class I binding data. (1) The peptide sequence is KQFCLSILL. The MHC is BoLA-HD6 with pseudo-sequence BoLA-HD6. The binding affinity (normalized) is 1.00. (2) The peptide sequence is DLKRIGASL. The MHC is HLA-B07:02 with pseudo-sequence HLA-B07:02. The binding affinity (normalized) is 0.0847. (3) The peptide sequence is NGPPHSNNYGF. The MHC is H-2-Dd with pseudo-sequence H-2-Dd. The binding affinity (normalized) is 0.216. (4) The peptide sequence is HLGGFVHAC. The MHC is HLA-A31:01 with pseudo-sequence HLA-A31:01. The binding affinity (normalized) is 0.0847.